From a dataset of Forward reaction prediction with 1.9M reactions from USPTO patents (1976-2016). Predict the product of the given reaction. Given the reactants [CH2:1]([O:3][C:4](=[O:14])[C:5](=[C:7]1[CH2:12][C@@H:11]2[C@@H:9]([CH2:10]2)[C:8]1=O)[O-])[CH3:2].[K+].[F:16][C:17]1[CH:18]=[CH:19][C:20]([NH:23][NH2:24])=[N:21][CH:22]=1.ClC1C=CC(NN)=CN=1, predict the reaction product. The product is: [CH2:1]([O:3][C:4]([C:5]1[C:7]2[CH2:12][C@H:11]3[CH2:10][C@H:9]3[C:8]=2[N:23]([C:20]2[CH:19]=[CH:18][C:17]([F:16])=[CH:22][N:21]=2)[N:24]=1)=[O:14])[CH3:2].